From a dataset of Reaction yield outcomes from USPTO patents with 853,638 reactions. Predict the reaction yield, written as a fraction of the theoretical maximum amount of product (1.0 means a 100% yield; for example, 0.34 means a 34% yield). (1) The reactants are [NH2:1][C:2]1[C:3]2[C:13]([O:14][CH2:15][C:16]([NH:19][C:20](=[O:28])[C:21]3[CH:26]=[CH:25][N:24]=[C:23](Br)[CH:22]=3)([CH3:18])[CH3:17])=[CH:12][CH:11]=[CH:10][C:4]=2[NH:5][S:6](=[O:9])(=[O:8])[N:7]=1.[CH3:29][C:30]1[NH:31][CH:32]=[CH:33][N:34]=1. No catalyst specified. The product is [NH2:1][C:2]1[C:3]2[C:13]([O:14][CH2:15][C:16]([NH:19][C:20](=[O:28])[C:21]3[CH:26]=[CH:25][N:24]=[C:23]([N:31]4[CH:32]=[CH:33][N:34]=[C:30]4[CH3:29])[CH:22]=3)([CH3:18])[CH3:17])=[CH:12][CH:11]=[CH:10][C:4]=2[NH:5][S:6](=[O:9])(=[O:8])[N:7]=1. The yield is 0.250. (2) The reactants are Br[C:2]1[CH:16]=[N:15][C:5]2[NH:6][C:7]3[CH:12]=[N:11][C:10]([C:13]#[N:14])=[CH:9][C:8]=3[C:4]=2[CH:3]=1.[Cl-].[Li+].CCN(C(C)C)C(C)C.C([Sn](CCCC)(CCCC)[C:33]1[S:34][CH:35]=[CH:36][N:37]=1)CCC.[F-].[K+]. The catalyst is CN(C=O)C.C1C=CC([P]([Pd]([P](C2C=CC=CC=2)(C2C=CC=CC=2)C2C=CC=CC=2)([P](C2C=CC=CC=2)(C2C=CC=CC=2)C2C=CC=CC=2)[P](C2C=CC=CC=2)(C2C=CC=CC=2)C2C=CC=CC=2)(C2C=CC=CC=2)C2C=CC=CC=2)=CC=1. The product is [S:34]1[CH:35]=[CH:36][N:37]=[C:33]1[C:2]1[CH:16]=[N:15][C:5]2[NH:6][C:7]3[CH:12]=[N:11][C:10]([C:13]#[N:14])=[CH:9][C:8]=3[C:4]=2[CH:3]=1. The yield is 0.180. (3) The reactants are C(NC(C)C)(C)C.[Li]CCCC.[S:13]1[CH:17]=[CH:16][N:15]=[C:14]1[C:18]1[CH:25]=[CH:24][C:21]([C:22]#[N:23])=[C:20]([C:26]([F:29])([F:28])[F:27])[CH:19]=1.[C:30]([C:33]1[CH:38]=[CH:37][N:36]=[CH:35][CH:34]=1)(=[O:32])[CH3:31]. The catalyst is C1COCC1. The product is [OH:32][C:30]([C:17]1[S:13][C:14]([C:18]2[CH:25]=[CH:24][C:21]([C:22]#[N:23])=[C:20]([C:26]([F:27])([F:28])[F:29])[CH:19]=2)=[N:15][CH:16]=1)([C:33]1[CH:38]=[CH:37][N:36]=[CH:35][CH:34]=1)[CH3:31]. The yield is 0.210. (4) The reactants are [CH3:1][C:2]1[CH:3]=[C:4]([CH:15]=[CH:16][CH:17]=1)[CH2:5][C:6]1[CH:7]=[C:8]([C:11](OC)=[O:12])[O:9][CH:10]=1.[AlH4-].[Li+].CCOCC.[O-]S([O-])(=O)=O.[Na+].[Na+]. The catalyst is C1COCC1.O. The product is [CH3:1][C:2]1[CH:3]=[C:4]([CH:15]=[CH:16][CH:17]=1)[CH2:5][C:6]1[CH:7]=[C:8]([CH2:11][OH:12])[O:9][CH:10]=1. The yield is 0.930. (5) The reactants are [F:1][C:2]1[CH:7]=[CH:6][C:5]([CH2:8][NH2:9])=[CH:4][CH:3]=1.[NH2:10][C:11]1[N:19]=[CH:18][C:17]([Br:20])=[CH:16][C:12]=1[C:13](O)=[O:14].CCN(CC)CC.C(P1(=O)OP(CCC)(=O)OP(CCC)(=O)O1)CC. The catalyst is C(Cl)Cl.O. The product is [NH2:10][C:11]1[N:19]=[CH:18][C:17]([Br:20])=[CH:16][C:12]=1[C:13]([NH:9][CH2:8][C:5]1[CH:6]=[CH:7][C:2]([F:1])=[CH:3][CH:4]=1)=[O:14]. The yield is 0.810. (6) The reactants are [CH3:1][O:2][C:3]1[N:8]=[C:7]([NH2:9])[CH:6]=[CH:5][CH:4]=1.[N+:10]([C:12]1[CH:21]=[CH:20][C:15]2[O:16][CH2:17][CH2:18][O:19][C:14]=2[CH:13]=1)#[C-:11].[F:22][C:23]1[CH:30]=[C:29]([OH:31])[CH:28]=[C:27]([F:32])[C:24]=1[CH:25]=O. The catalyst is O1CCOCC1.[Cl-].[Zn+2].[Cl-]. The product is [O:16]1[CH2:17][CH2:18][O:19][C:14]2[CH:13]=[C:12]([NH:10][C:11]3[N:8]4[C:3]([O:2][CH3:1])=[CH:4][CH:5]=[CH:6][C:7]4=[N:9][C:25]=3[C:24]3[C:23]([F:22])=[CH:30][C:29]([OH:31])=[CH:28][C:27]=3[F:32])[CH:21]=[CH:20][C:15]1=2. The yield is 0.290.